From a dataset of Microsomal clearance measurements from AstraZeneca. Regression/Classification. Given a drug SMILES string, predict its absorption, distribution, metabolism, or excretion properties. Task type varies by dataset: regression for continuous measurements (e.g., permeability, clearance, half-life) or binary classification for categorical outcomes (e.g., BBB penetration, CYP inhibition). For this dataset (clearance_microsome_az), we predict log10(clearance) (log10 of the in vitro intrinsic clearance, CLint, in uL/min per mg of human liver microsomal protein, equivalently mL/min/g; values are censored to the assay range of 3 to 150, which is 0.477 to 2.18 on this log10 scale). (1) The log10(clearance) is 0.480. The molecule is C[C@H]1CN(Cc2cc(Cl)ccc2OCC(=O)O)CCN1C(=O)Cc1cccc(Cl)c1. (2) The compound is CC(C(=O)O)c1cccc(Oc2ccccc2)c1. The log10(clearance) is 1.01. (3) The drug is Cc1ccc(CCOCCNS(=O)(=O)CCCNCCc2ccc(O)c3nc(O)sc23)cc1. The log10(clearance) is 2.18. (4) The compound is NS(=O)(=O)c1ccc2c(C(=O)NC[C@@H](O)CN3CCC(Oc4ccc(Cl)c(Cl)c4)CC3)c[nH]c(=O)c2c1. The log10(clearance) is 0.480. (5) The compound is COc1ccc(-c2cc(C(F)(F)F)ccc2OCC(=O)O)cc1. The log10(clearance) is 1.08. (6) The drug is CCCC(=O)Nc1ccc(OCC(O)CNC(C)C)c(C(C)=O)c1. The log10(clearance) is 0.480. (7) The compound is CCN(C(=O)Cc1ccc(S(C)(=O)=O)cc1)C1CCN(CCC(c2ccccc2)c2ccc(NC(=O)C(C)(C)C)cc2)CC1. The log10(clearance) is 0.480.